This data is from Catalyst prediction with 721,799 reactions and 888 catalyst types from USPTO. The task is: Predict which catalyst facilitates the given reaction. (1) Reactant: CC1(C)C2CC[C@@]31[C@H](C2)N([C:12](=[O:23])[C@H:13]([CH3:22])[C@H:14]([O:19][CH2:20][CH3:21])[CH2:15][CH2:16][CH:17]=[CH2:18])S(=O)(=O)C3.[OH-:27].[Li+].Cl. Product: [CH2:20]([O:19][C@H:14]([CH2:15][CH2:16][CH:17]=[CH2:18])[C@@H:13]([CH3:22])[C:12]([OH:23])=[O:27])[CH3:21]. The catalyst class is: 7. (2) Reactant: [F:1][C:2]1[CH:7]=[CH:6][C:5]([S:8]([N:11]([CH2:17][C:18]2[CH:27]=[CH:26][C:21]([C:22]([O:24]C)=[O:23])=[CH:20][N:19]=2)[CH:12]([CH2:15][CH3:16])[CH2:13][CH3:14])(=[O:10])=[O:9])=[CH:4][CH:3]=1.[OH-].[K+].O.Cl. Product: [F:1][C:2]1[CH:7]=[CH:6][C:5]([S:8]([N:11]([CH2:17][C:18]2[CH:27]=[CH:26][C:21]([C:22]([OH:24])=[O:23])=[CH:20][N:19]=2)[CH:12]([CH2:15][CH3:16])[CH2:13][CH3:14])(=[O:10])=[O:9])=[CH:4][CH:3]=1. The catalyst class is: 5.